This data is from Reaction yield outcomes from USPTO patents with 853,638 reactions. The task is: Predict the reaction yield, written as a fraction of the theoretical maximum amount of product (1.0 means a 100% yield; for example, 0.34 means a 34% yield). The reactants are [NH2:1][C@H:2]([C:10]([OH:12])=[O:11])[CH2:3][CH2:4][CH2:5][NH:6][C:7](=[NH:9])[NH2:8].[C:13](Cl)(=[O:25])[CH2:14][CH2:15][CH2:16][CH2:17][CH2:18][CH2:19][CH2:20][CH2:21][CH2:22][CH2:23][CH3:24].[OH-].[Na+].S(=O)(=O)(O)O. The catalyst is O.C(O)(C)(C)C. The product is [C:13]([NH:1][C@H:2]([C:10]([OH:12])=[O:11])[CH2:3][CH2:4][CH2:5][NH:6][C:7](=[NH:8])[NH2:9])(=[O:25])[CH2:14][CH2:15][CH2:16][CH2:17][CH2:18][CH2:19][CH2:20][CH2:21][CH2:22][CH2:23][CH3:24]. The yield is 0.900.